This data is from Reaction yield outcomes from USPTO patents with 853,638 reactions. The task is: Predict the reaction yield, written as a fraction of the theoretical maximum amount of product (1.0 means a 100% yield; for example, 0.34 means a 34% yield). (1) The reactants are Br[C:2]1[CH:3]=[C:4]([N:8]2[C:16]3[CH2:15][C:14]4([CH3:20])[C:17]([F:19])([F:18])[CH:13]4[CH2:12][C:11]=3[C:10]([C:21]([O:23][CH2:24][CH3:25])=[O:22])=[N:9]2)[CH:5]=[CH:6][CH:7]=1.[C:26]([C@:28]1([OH:35])[CH2:32][CH2:31][N:30]([CH3:33])[C:29]1=[O:34])#[CH:27]. No catalyst specified. The product is [F:18][C:17]1([F:19])[C:14]2([CH3:20])[CH:13]1[CH2:12][C:11]1[C:10]([C:21]([O:23][CH2:24][CH3:25])=[O:22])=[N:9][N:8]([C:4]3[CH:5]=[CH:6][CH:7]=[C:2]([C:27]#[C:26][C@:28]4([OH:35])[CH2:32][CH2:31][N:30]([CH3:33])[C:29]4=[O:34])[CH:3]=3)[C:16]=1[CH2:15]2. The yield is 0.880. (2) The reactants are [Br:1][C:2]1[CH:7]=[CH:6][C:5]([NH:8][C:9]2[CH:10]=[C:11]([NH:15]C(=O)OC(C)(C)C)[CH:12]=[CH:13][CH:14]=2)=[C:4]([N+:23]([O-])=O)[CH:3]=1.[Sn](Cl)Cl. The catalyst is C(O)C. The product is [NH2:15][C:11]1[CH:10]=[C:9]([NH:8][C:5]2[C:4]([NH2:23])=[CH:3][C:2]([Br:1])=[CH:7][CH:6]=2)[CH:14]=[CH:13][CH:12]=1. The yield is 0.990. (3) The reactants are Cl[C:2]1[C:7]([Cl:8])=[N:6][N:5]([CH3:9])[C:4](=[O:10])[CH:3]=1.NC[C:13](NC)=[O:14].Cl.[CH2:18]([N:20](CC)CC)[CH3:19].C([OH:27])C. No catalyst specified. The product is [Cl:8][C:7]1[C:2]([NH:20][CH2:18][C:19]([O:14][CH3:13])=[O:27])=[CH:3][C:4](=[O:10])[N:5]([CH3:9])[N:6]=1. The yield is 0.550. (4) The reactants are [Cl:1][C:2]1[CH:7]=[C:6]([C:8]([F:11])([F:10])[F:9])[CH:5]=[C:4]([O:12][C:13]2[CH:18]=[CH:17][C:16]([CH:19]=[CH2:20])=[CH:15][CH:14]=2)[CH:3]=1.B1C2CCCC1CCC2.[OH-:30].[Na+].OO. The catalyst is C1COCC1. The product is [Cl:1][C:2]1[CH:3]=[C:4]([O:12][C:13]2[CH:18]=[CH:17][C:16]([CH2:19][CH2:20][OH:30])=[CH:15][CH:14]=2)[CH:5]=[C:6]([C:8]([F:10])([F:11])[F:9])[CH:7]=1. The yield is 1.00. (5) The reactants are [OH:1][C@@H:2]([C:23]1[CH:28]=[CH:27][CH:26]=[CH:25][CH:24]=1)[CH2:3][CH2:4][N:5]1[CH2:10][CH2:9][CH:8]([C:11]2[CH:12]=[C:13]([NH:17][C:18](=[O:22])[CH:19]([CH3:21])[CH3:20])[CH:14]=[CH:15][CH:16]=2)[CH2:7][CH2:6]1.[CH3:29][O:30][C:31]1[CH:36]=[CH:35][C:34]([C:37](=[O:39])[CH3:38])=[CH:33][C:32]=1O.C1(P(C2C=CC=CC=2)C2C=CC=CC=2)C=CC=CC=1.N(C(OCC)=O)=NC(OCC)=O.N. The catalyst is C1COCC1.C(Cl)(Cl)Cl. The product is [C:37]([C:34]1[CH:33]=[CH:32][C:31]([O:30][CH3:29])=[C:36]([CH:35]=1)[O:1][C@H:2]([C:23]1[CH:24]=[CH:25][CH:26]=[CH:27][CH:28]=1)[CH2:3][CH2:4][N:5]1[CH2:10][CH2:9][CH:8]([C:11]2[CH:12]=[C:13]([NH:17][C:18](=[O:22])[CH:19]([CH3:21])[CH3:20])[CH:14]=[CH:15][CH:16]=2)[CH2:7][CH2:6]1)(=[O:39])[CH3:38]. The yield is 0.222. (6) The reactants are [CH3:1][C:2]1[O:6][N:5]=[C:4]([C:7]([OH:9])=O)[CH:3]=1.C(Cl)(=O)C(Cl)=O.[NH2:16][C:17]1[CH:18]=[C:19]([CH:36]=[CH:37][CH:38]=1)[O:20][C:21]1[CH:22]=[CH:23][C:24]2[N:25]([CH:27]=[C:28]([NH:30][C:31]([CH:33]3[CH2:35][CH2:34]3)=[O:32])[N:29]=2)[N:26]=1.C(N(CC)CC)C. The catalyst is CN(C)C=O.O1CCCC1. The product is [CH:33]1([C:31]([NH:30][C:28]2[N:29]=[C:24]3[CH:23]=[CH:22][C:21]([O:20][C:19]4[CH:18]=[C:17]([NH:16][C:7]([C:4]5[CH:3]=[C:2]([CH3:1])[O:6][N:5]=5)=[O:9])[CH:38]=[CH:37][CH:36]=4)=[N:26][N:25]3[CH:27]=2)=[O:32])[CH2:34][CH2:35]1. The yield is 0.580.